From a dataset of Peptide-MHC class II binding affinity with 134,281 pairs from IEDB. Regression. Given a peptide amino acid sequence and an MHC pseudo amino acid sequence, predict their binding affinity value. This is MHC class II binding data. (1) The peptide sequence is IIAGTPEVHAVKPGA. The MHC is DRB1_0301 with pseudo-sequence DRB1_0301. The binding affinity (normalized) is 0.166. (2) The peptide sequence is RRSIPVNEALAAAGL. The MHC is DRB1_0901 with pseudo-sequence DRB1_0901. The binding affinity (normalized) is 0.580. (3) The peptide sequence is GIKQLQARVLAVERYLK. The MHC is DRB1_1501 with pseudo-sequence DRB1_1501. The binding affinity (normalized) is 0.635. (4) The peptide sequence is AAATAGTTVYGAFAA. The MHC is DRB1_1602 with pseudo-sequence DRB1_1602. The binding affinity (normalized) is 0.343. (5) The peptide sequence is AAFHSRFVQALTTAA. The binding affinity (normalized) is 0.248. The MHC is HLA-DQA10101-DQB10501 with pseudo-sequence HLA-DQA10101-DQB10501. (6) The peptide sequence is NRFSYIPNGALKFVD. The MHC is DRB1_0301 with pseudo-sequence DRB1_0301. The binding affinity (normalized) is 0.448. (7) The peptide sequence is YDKFLANVSTVLCGK. The MHC is DRB1_0404 with pseudo-sequence DRB1_0404. The binding affinity (normalized) is 0.580.